Dataset: NCI-60 drug combinations with 297,098 pairs across 59 cell lines. Task: Regression. Given two drug SMILES strings and cell line genomic features, predict the synergy score measuring deviation from expected non-interaction effect. (1) Drug 1: CC1CCC2CC(C(=CC=CC=CC(CC(C(=O)C(C(C(=CC(C(=O)CC(OC(=O)C3CCCCN3C(=O)C(=O)C1(O2)O)C(C)CC4CCC(C(C4)OC)O)C)C)O)OC)C)C)C)OC. Drug 2: C1=NNC2=C1C(=O)NC=N2. Cell line: HT29. Synergy scores: CSS=15.4, Synergy_ZIP=-5.43, Synergy_Bliss=0.829, Synergy_Loewe=-20.4, Synergy_HSA=-0.379. (2) Drug 1: CS(=O)(=O)C1=CC(=C(C=C1)C(=O)NC2=CC(=C(C=C2)Cl)C3=CC=CC=N3)Cl. Drug 2: C1=NC2=C(N=C(N=C2N1C3C(C(C(O3)CO)O)O)F)N. Cell line: SK-MEL-2. Synergy scores: CSS=-3.17, Synergy_ZIP=-1.34, Synergy_Bliss=-7.17, Synergy_Loewe=-18.7, Synergy_HSA=-12.2. (3) Drug 1: C1=C(C(=O)NC(=O)N1)F. Drug 2: CNC(=O)C1=NC=CC(=C1)OC2=CC=C(C=C2)NC(=O)NC3=CC(=C(C=C3)Cl)C(F)(F)F. Cell line: A498. Synergy scores: CSS=50.7, Synergy_ZIP=-10.6, Synergy_Bliss=-15.4, Synergy_Loewe=-11.0, Synergy_HSA=-9.81. (4) Drug 1: C1CC(CCC1OC2=C(C(=CC=C2)Cl)F)(CC3=NC(=CC=C3)NC4=NC=CS4)C(=O)O. Drug 2: C1=CC(=C(C=C1I)F)NC2=C(C=CC(=C2F)F)C(=O)NOCC(CO)O. Cell line: OVCAR3. Synergy scores: CSS=16.1, Synergy_ZIP=-5.11, Synergy_Bliss=0.0404, Synergy_Loewe=3.46, Synergy_HSA=4.27. (5) Drug 1: C#CCC(CC1=CN=C2C(=N1)C(=NC(=N2)N)N)C3=CC=C(C=C3)C(=O)NC(CCC(=O)O)C(=O)O. Drug 2: CC(C)CN1C=NC2=C1C3=CC=CC=C3N=C2N. Cell line: NCI-H522. Synergy scores: CSS=1.22, Synergy_ZIP=1.26, Synergy_Bliss=2.61, Synergy_Loewe=1.89, Synergy_HSA=1.47. (6) Cell line: OVCAR-4. Synergy scores: CSS=2.07, Synergy_ZIP=9.86, Synergy_Bliss=5.48, Synergy_Loewe=4.28, Synergy_HSA=2.95. Drug 1: CCCS(=O)(=O)NC1=C(C(=C(C=C1)F)C(=O)C2=CNC3=C2C=C(C=N3)C4=CC=C(C=C4)Cl)F. Drug 2: C1CCC(C1)C(CC#N)N2C=C(C=N2)C3=C4C=CNC4=NC=N3.